Binary Classification. Given a miRNA mature sequence and a target amino acid sequence, predict their likelihood of interaction. From a dataset of Experimentally validated miRNA-target interactions with 360,000+ pairs, plus equal number of negative samples. The miRNA is mmu-miR-582-3p with sequence UAACCUGUUGAACAACUGAAC. The protein sequence of the target gene is MANAEVSVPVGDVVVVPTEGNEGENPEDTKTQVILQLQPVQQGLFIDGHFYNRIYEAGSENNTAVVAVETHTIHKIEEGIDTGTIEANEDMEIAYPITCGESKAILLWKKFVCPGINVKCVKFNDQLISPKHFVHLAGKSTLKDWKRAIRLGGIMLRKMMDSGQIDFYQHDKVCSNTCRSTKFDLLISSARAPVPGQQTSVVQTPTSADGSITQIAISEESMEEAGLEWNSALTAAVTMATEEGVKKDSEEISEDTLMFWKGIADVGLMEEVVCNIQKEIEELLRGVQQRLIQAPFQVTD.... Result: 0 (no interaction).